This data is from Peptide-MHC class I binding affinity with 185,985 pairs from IEDB/IMGT. The task is: Regression. Given a peptide amino acid sequence and an MHC pseudo amino acid sequence, predict their binding affinity value. This is MHC class I binding data. (1) The peptide sequence is RRRPVTRPL. The MHC is HLA-B07:02 with pseudo-sequence HLA-B07:02. The binding affinity (normalized) is 0.877. (2) The peptide sequence is SLWAWVLLF. The MHC is HLA-A02:03 with pseudo-sequence HLA-A02:03. The binding affinity (normalized) is 0.0847. (3) The peptide sequence is AEAAVKPLL. The MHC is HLA-B44:03 with pseudo-sequence HLA-B44:03. The binding affinity (normalized) is 0.632. (4) The peptide sequence is HAPWTQMAM. The MHC is HLA-A01:01 with pseudo-sequence HLA-A01:01. The binding affinity (normalized) is 0.0847. (5) The peptide sequence is ISFFQDIPIFF. The MHC is Mamu-A01 with pseudo-sequence Mamu-A01. The binding affinity (normalized) is 0.596. (6) The binding affinity (normalized) is 0.666. The peptide sequence is YLVAYKATV. The MHC is HLA-A02:03 with pseudo-sequence HLA-A02:03. (7) The peptide sequence is MIYELCTFR. The MHC is HLA-B07:02 with pseudo-sequence HLA-B07:02. The binding affinity (normalized) is 0.0847.